From a dataset of Reaction yield outcomes from USPTO patents with 853,638 reactions. Predict the reaction yield, written as a fraction of the theoretical maximum amount of product (1.0 means a 100% yield; for example, 0.34 means a 34% yield). (1) The reactants are [O:1]1[CH:5]=[CH:4][CH:3]=[C:2]1[C:6](Cl)=[O:7].[F:9][C:10]1[CH:36]=[CH:35][C:13]([CH2:14][N:15]2[C:24]3[C:19](=[CH:20][C:21]([CH3:25])=[CH:22][CH:23]=3)[C:18]([N:26]3[CH2:31][CH2:30][NH:29][CH2:28][CH2:27]3)=[C:17]([C:32]#[N:33])[C:16]2=[O:34])=[CH:12][CH:11]=1. The catalyst is N1C=CC=CC=1. The product is [F:9][C:10]1[CH:11]=[CH:12][C:13]([CH2:14][N:15]2[C:24]3[C:19](=[CH:20][C:21]([CH3:25])=[CH:22][CH:23]=3)[C:18]([N:26]3[CH2:31][CH2:30][N:29]([C:6]([C:2]4[O:1][CH:5]=[CH:4][CH:3]=4)=[O:7])[CH2:28][CH2:27]3)=[C:17]([C:32]#[N:33])[C:16]2=[O:34])=[CH:35][CH:36]=1. The yield is 0.850. (2) The reactants are [NH2:1][C:2]1[CH:3]=[N:4][CH:5]=[CH:6][CH:7]=1.[NH2:8][C:9]1[C:10]([C:16](OC)=[O:17])=[N:11][C:12]([Br:15])=[CH:13][N:14]=1.N12CCCN=C1CCCCC2. The catalyst is O. The product is [NH2:8][C:9]1[C:10]([C:16]([NH:1][C:2]2[CH:3]=[N:4][CH:5]=[CH:6][CH:7]=2)=[O:17])=[N:11][C:12]([Br:15])=[CH:13][N:14]=1. The yield is 0.590.